This data is from Catalyst prediction with 721,799 reactions and 888 catalyst types from USPTO. The task is: Predict which catalyst facilitates the given reaction. (1) Reactant: [F:1][CH:2]1[CH:7]2[O:8][CH:9]([C:12]3[CH:17]=[CH:16][CH:15]=[CH:14][CH:13]=3)[O:10][CH2:11][CH:6]2[O:5][CH2:4][CH:3]1[OH:18].CCN(C(C)C)C(C)C.[F:28][C:29]([F:42])([F:41])[S:30](O[S:30]([C:29]([F:42])([F:41])[F:28])(=[O:32])=[O:31])(=[O:32])=[O:31]. Product: [F:1][C@H:2]1[C@@H:7]2[O:8][CH:9]([C:12]3[CH:17]=[CH:16][CH:15]=[CH:14][CH:13]=3)[O:10][CH2:11][C@H:6]2[O:5][CH2:4][C@@H:3]1[O:18][S:30]([C:29]([F:42])([F:41])[F:28])(=[O:32])=[O:31]. The catalyst class is: 2. (2) Reactant: [CH2:1]([O:8][CH2:9][CH2:10][CH2:11][C@H:12]([C:17]1[C:21]([CH:22]2[CH2:24][CH2:23]2)=[C:20]([C:25]2[CH:29]=C(CC(C)(C)C)ON=2)[O:19][N:18]=1)[CH2:13][C:14]([OH:16])=O)[C:2]1[CH:7]=[CH:6][CH:5]=[CH:4][CH:3]=1.S(Cl)(Cl)=O.[Cl:39][C:40]1[CH:45]=[C:44]([CH3:46])[CH:43]=[CH:42][C:41]=1[NH2:47]. Product: [Cl:39][C:40]1[CH:45]=[C:44]([CH3:46])[CH:43]=[CH:42][C:41]=1[NH:47][C:14](=[O:16])[CH2:13][C@@H:12]([C:17]1[C:21]2[CH2:22][CH2:24][CH2:23][CH:25]([CH2:29][CH2:1][CH:2]([CH3:7])[CH3:3])[C:20]=2[O:19][N:18]=1)[CH2:11][CH2:10][CH2:9][O:8][CH2:1][C:2]1[CH:3]=[CH:4][CH:5]=[CH:6][CH:7]=1. The catalyst class is: 44. (3) Reactant: [Br:1][C:2]1[CH:3]=[CH:4][C:5]2[O:10][CH2:9][C:8](=[O:11])[NH:7][C:6]=2[CH:12]=1.[H-].[Li+].Cl[CH2:16][O:17][CH2:18][C:19]1[CH:24]=[CH:23][CH:22]=[CH:21][CH:20]=1. Product: [CH2:18]([O:17][CH2:16][N:7]1[C:6]2[CH:12]=[C:2]([Br:1])[CH:3]=[CH:4][C:5]=2[O:10][CH2:9][C:8]1=[O:11])[C:19]1[CH:24]=[CH:23][CH:22]=[CH:21][CH:20]=1. The catalyst class is: 9. (4) Reactant: C([O:3][C:4](=[O:40])[CH:5]([CH2:27][C:28]1[CH:33]=[CH:32][CH:31]=[CH:30][C:29]=1[C:34]1[CH:39]=[CH:38][CH:37]=[CH:36][CH:35]=1)[CH2:6][CH2:7][CH:8]([CH2:14][C:15]1[CH:20]=[CH:19][CH:18]=[CH:17][C:16]=1[C:21]1[CH:26]=[CH:25][CH:24]=[CH:23][CH:22]=1)[C:9]([O:11]CC)=[O:10])C.[OH-].[K+]. Product: [C:34]1([C:29]2[CH:30]=[CH:31][CH:32]=[CH:33][C:28]=2[CH2:27][CH:5]([CH2:6][CH2:7][CH:8]([CH2:14][C:15]2[CH:20]=[CH:19][CH:18]=[CH:17][C:16]=2[C:21]2[CH:26]=[CH:25][CH:24]=[CH:23][CH:22]=2)[C:9]([OH:11])=[O:10])[C:4]([OH:40])=[O:3])[CH:35]=[CH:36][CH:37]=[CH:38][CH:39]=1. The catalyst class is: 72. (5) Reactant: [NH:1]1[CH:5]=[CH:4][N:3]=[C:2]1[C:6]1[CH:11]=[CH:10][C:9]([N:12]2[C:16]([C:17]3[CH:22]=[CH:21][C:20]([O:23][CH3:24])=[CH:19][CH:18]=3)=[CH:15][CH:14]=[C:13]2[CH2:25][CH2:26][C:27]([O:29]CC)=[O:28])=[C:8]([CH3:32])[CH:7]=1.O.[OH-].[Li+]. Product: [NH:1]1[CH:5]=[CH:4][N:3]=[C:2]1[C:6]1[CH:11]=[CH:10][C:9]([N:12]2[C:16]([C:17]3[CH:22]=[CH:21][C:20]([O:23][CH3:24])=[CH:19][CH:18]=3)=[CH:15][CH:14]=[C:13]2[CH2:25][CH2:26][C:27]([OH:29])=[O:28])=[C:8]([CH3:32])[CH:7]=1. The catalyst class is: 20. (6) Reactant: [CH3:1][O:2][C:3]1[CH:4]=[C:5]([CH:9]=[C:10]([O:14][CH3:15])[C:11]=1[O:12][CH3:13])[C:6]([OH:8])=O.C(C1NC=CN=1)(C1NC=CN=1)=O.O/[N:29]=[C:30](\[NH2:47])/[C:31]1[CH:36]=[CH:35][C:34]([C:37]2[NH:41][C:40]3[CH:42]=[CH:43][C:44]([CH3:46])=[CH:45][C:39]=3[N:38]=2)=[CH:33][CH:32]=1. Product: [CH3:46][C:44]1[CH:43]=[CH:42][C:40]2[NH:41][C:37]([C:34]3[CH:33]=[CH:32][C:31]([C:30]4[N:47]=[C:6]([C:5]5[CH:9]=[C:10]([O:14][CH3:15])[C:11]([O:12][CH3:13])=[C:3]([O:2][CH3:1])[CH:4]=5)[O:8][N:29]=4)=[CH:36][CH:35]=3)=[N:38][C:39]=2[CH:45]=1. The catalyst class is: 3. (7) Reactant: C(NC(C)C)(C)C.C([Li])CCC.Cl.[Cl:14][C:15]1[CH:20]=[CH:19][N:18]=[CH:17][CH:16]=1.[Cl:21][C:22]1[CH:29]=[CH:28][C:25]([CH:26]=[O:27])=[CH:24][CH:23]=1.[NH4+].[Cl-].C([O-])([O-])=O.[Na+].[Na+]. Product: [Cl:21][C:22]1[CH:29]=[CH:28][C:25]([CH:26]([C:16]2[CH:17]=[N:18][CH:19]=[CH:20][C:15]=2[Cl:14])[OH:27])=[CH:24][CH:23]=1. The catalyst class is: 1. (8) Reactant: [CH3:1][CH:2]([C:8]#[N:9])[C:3]([O:5][CH2:6][CH3:7])=[O:4].[NH2:10][OH:11]. Product: [NH2:9]/[C:8](=[N:10]\[OH:11])/[CH:2]([CH3:1])[C:3]([O:5][CH2:6][CH3:7])=[O:4]. The catalyst class is: 5. (9) Reactant: [F:1][C:2]1[CH:7]=[C:6]([CH3:8])[CH:5]=[C:4]([N+:9]([O-])=O)[C:3]=1[OH:12]. Product: [F:1][C:2]1[CH:7]=[C:6]([CH3:8])[CH:5]=[C:4]([NH2:9])[C:3]=1[OH:12]. The catalyst class is: 29. (10) Reactant: C(Cl)CCl.[CH3:5][C:6]1([CH3:22])[C:10]([CH3:12])([CH3:11])[O:9][B:8]([C:13]2[CH:21]=[CH:20][C:16]([C:17]([OH:19])=O)=[CH:15][CH:14]=2)[O:7]1.[CH3:23][O:24][CH2:25][CH2:26][NH:27][CH3:28].C1C=C2N=NN(O)C2=CC=1.O. Product: [CH3:23][O:24][CH2:25][CH2:26][N:27]([CH3:28])[C:17](=[O:19])[C:16]1[CH:15]=[CH:14][C:13]([B:8]2[O:9][C:10]([CH3:11])([CH3:12])[C:6]([CH3:5])([CH3:22])[O:7]2)=[CH:21][CH:20]=1. The catalyst class is: 136.